Dataset: Catalyst prediction with 721,799 reactions and 888 catalyst types from USPTO. Task: Predict which catalyst facilitates the given reaction. (1) Reactant: [C:1]([O:5][C:6](=[O:55])[CH2:7][CH:8]1[CH2:13][CH:12]([CH2:14][CH2:15][C:16]2[N:17]([CH:50]([CH3:52])[CH3:51])[C:18]([C:34](=[O:49])[NH:35][CH2:36][C:37]3[CH:42]=[CH:41][CH:40]=[C:39]([CH2:43]OS(C)(=O)=O)[CH:38]=3)=[C:19]([C:28]3[CH:33]=[CH:32][CH:31]=[CH:30][CH:29]=3)[C:20]=2[C:21]2[CH:26]=[CH:25][C:24]([F:27])=[CH:23][CH:22]=2)[O:11][C:10]([CH3:54])([CH3:53])[O:9]1)([CH3:4])([CH3:3])[CH3:2].[N-:56]=[N+:57]=[N-:58].[Na+]. Product: [C:1]([O:5][C:6](=[O:55])[CH2:7][CH:8]1[CH2:13][CH:12]([CH2:14][CH2:15][C:16]2[N:17]([CH:50]([CH3:51])[CH3:52])[C:18]([C:34](=[O:49])[NH:35][CH2:36][C:37]3[CH:42]=[CH:41][CH:40]=[C:39]([CH2:43][N:56]=[N+:57]=[N-:58])[CH:38]=3)=[C:19]([C:28]3[CH:29]=[CH:30][CH:31]=[CH:32][CH:33]=3)[C:20]=2[C:21]2[CH:26]=[CH:25][C:24]([F:27])=[CH:23][CH:22]=2)[O:11][C:10]([CH3:54])([CH3:53])[O:9]1)([CH3:4])([CH3:2])[CH3:3]. The catalyst class is: 31. (2) Reactant: [CH2:1]1[O:9][C:8]2[CH:7]=[CH:6][C:5]([CH:10]3[C:22]4[NH:21][C:20]5[C:15](=[CH:16][CH:17]=[CH:18][CH:19]=5)[C:14]=4[CH2:13][CH2:12][NH:11]3)=[CH:4][C:3]=2[O:2]1.Cl[C:24]1[N:29]=[CH:28][C:27]([C:30]2[CH:35]=[CH:34][C:33]([Cl:36])=[CH:32][CH:31]=2)=[CH:26][N:25]=1. Product: [CH2:1]1[O:9][C:8]2[CH:7]=[CH:6][C:5]([CH:10]3[C:22]4[NH:21][C:20]5[C:15](=[CH:16][CH:17]=[CH:18][CH:19]=5)[C:14]=4[CH2:13][CH2:12][N:11]3[C:24]3[N:25]=[CH:26][C:27]([C:30]4[CH:31]=[CH:32][C:33]([Cl:36])=[CH:34][CH:35]=4)=[CH:28][N:29]=3)=[CH:4][C:3]=2[O:2]1. The catalyst class is: 3. (3) Reactant: [O:1]1[CH:5]=[CH:4][CH:3]=[C:2]1[C:6](=[N:16][OH:17])[CH:7]([CH3:15])[C:8](=O)[C:9]([O:11][CH2:12][CH3:13])=[O:10].S(=O)(=O)(O)O.C(=O)(O)[O-].[Na+]. Product: [O:1]1[CH:5]=[CH:4][CH:3]=[C:2]1[C:6]1[C:7]([CH3:15])=[C:8]([C:9]([O:11][CH2:12][CH3:13])=[O:10])[O:17][N:16]=1. The catalyst class is: 8. (4) Reactant: [F:1][C:2]1[CH:3]=[C:4]([C@H:8]2[CH2:12][C@@H:11]([OH:13])[CH2:10][N:9]2[C:14]([O:16][C:17]([CH3:20])([CH3:19])[CH3:18])=[O:15])[CH:5]=[CH:6][CH:7]=1.C(N(CC)CC)C.[CH3:28][S:29](Cl)(=[O:31])=[O:30]. Product: [F:1][C:2]1[CH:3]=[C:4]([C@H:8]2[CH2:12][C@@H:11]([O:13][S:29]([CH3:28])(=[O:31])=[O:30])[CH2:10][N:9]2[C:14]([O:16][C:17]([CH3:20])([CH3:19])[CH3:18])=[O:15])[CH:5]=[CH:6][CH:7]=1. The catalyst class is: 2. (5) Reactant: [Cl:1][C:2]1[CH:7]=[CH:6][C:5]([C:8]2[CH:13]=[C:12]([C:14]([F:17])([F:16])[F:15])[N:11]=[C:10]([N:18]3[CH:22]=[C:21]([Sn](CCCC)(CCCC)CCCC)[N:20]=[CH:19]3)[N:9]=2)=[CH:4][CH:3]=1.[C:36]([NH:40][S:41]([C:44]1[S:48][C:47](Cl)=[N:46][CH:45]=1)(=[O:43])=[O:42])([CH3:39])([CH3:38])[CH3:37].[F-].[K+].O. Product: [C:36]([NH:40][S:41]([C:44]1[S:48][C:47]([C:21]2[N:20]=[CH:19][N:18]([C:10]3[N:9]=[C:8]([C:5]4[CH:6]=[CH:7][C:2]([Cl:1])=[CH:3][CH:4]=4)[CH:13]=[C:12]([C:14]([F:17])([F:15])[F:16])[N:11]=3)[CH:22]=2)=[N:46][CH:45]=1)(=[O:42])=[O:43])([CH3:39])([CH3:37])[CH3:38]. The catalyst class is: 11. (6) Reactant: [CH3:1][O:2][CH2:3][O:4][C:5]1[CH:10]=[CH:9][C:8]([C:11]2[N:15]([C:16]3[CH:21]=[CH:20][C:19]([O:22][CH3:23])=[CH:18][CH:17]=3)[N:14]=[C:13](N)[CH:12]=2)=[CH:7][CH:6]=1.[Cl-:25].[Li+].N(OCCC(C)C)=O. Product: [Cl:25][C:13]1[CH:12]=[C:11]([C:8]2[CH:9]=[CH:10][C:5]([O:4][CH2:3][O:2][CH3:1])=[CH:6][CH:7]=2)[N:15]([C:16]2[CH:21]=[CH:20][C:19]([O:22][CH3:23])=[CH:18][CH:17]=2)[N:14]=1. The catalyst class is: 879. (7) Reactant: [CH3:1][O:2][C:3]1[CH:10]=[CH:9][C:8](B2OC(C)(C)C(C)(C)O2)=[CH:7][C:4]=1[CH:5]=[O:6].Br[C:21]1[CH:22]=[C:23]2[C:27](=[C:28]([C:30]([NH2:32])=[O:31])[CH:29]=1)[NH:26][CH:25]=[C:24]2[CH:33]1[CH2:38][CH2:37][N:36]([S:39]([CH2:42][CH3:43])(=[O:41])=[O:40])[CH2:35][CH2:34]1.C(=O)([O-])[O-].[Na+].[Na+]. Product: [CH2:42]([S:39]([N:36]1[CH2:35][CH2:34][CH:33]([C:24]2[C:23]3[C:27](=[C:28]([C:30]([NH2:32])=[O:31])[CH:29]=[C:21]([C:8]4[CH:9]=[CH:10][C:3]([O:2][CH3:1])=[C:4]([CH:5]=[O:6])[CH:7]=4)[CH:22]=3)[NH:26][CH:25]=2)[CH2:38][CH2:37]1)(=[O:41])=[O:40])[CH3:43]. The catalyst class is: 70. (8) Reactant: [CH3:1][O:2][C:3](=[O:23])[CH2:4][O:5][C:6]1[CH:11]=[CH:10][C:9]([CH2:12][CH2:13][CH2:14]OS(C)(=O)=O)=[CH:8][C:7]=1[N+:20]([O-:22])=[O:21].[CH3:24][C:25]1[CH:34]=[CH:33][C:32]2[C:27](=[CH:28][CH:29]=[CH:30][C:31]=2[N:35]2[CH2:40][CH2:39][NH:38][CH2:37][CH2:36]2)[N:26]=1.C(=O)([O-])[O-].[K+].[K+].[I-].[Na+]. Product: [CH3:1][O:2][C:3](=[O:23])[CH2:4][O:5][C:6]1[CH:11]=[CH:10][C:9]([CH2:12][CH2:13][CH2:14][N:38]2[CH2:39][CH2:40][N:35]([C:31]3[CH:30]=[CH:29][CH:28]=[C:27]4[C:32]=3[CH:33]=[CH:34][C:25]([CH3:24])=[N:26]4)[CH2:36][CH2:37]2)=[CH:8][C:7]=1[N+:20]([O-:22])=[O:21]. The catalyst class is: 3.